Predict which catalyst facilitates the given reaction. From a dataset of Catalyst prediction with 721,799 reactions and 888 catalyst types from USPTO. (1) Reactant: O[CH2:2][CH2:3][NH:4][C@:5]12[CH2:40][CH2:39][C@@H:38]([C:41]([CH3:43])=[CH2:42])[C@@H:6]1[C@@H:7]1[C@@:20]([CH3:23])([CH2:21][CH2:22]2)[C@@:19]2([CH3:24])[C@@H:10]([C@:11]3([CH3:37])[C@@H:16]([CH2:17][CH2:18]2)[C:15]([CH3:26])([CH3:25])[C:14]([C:27]2[CH:36]=[CH:35][C:30]([C:31]([O:33][CH3:34])=[O:32])=[CH:29][CH:28]=2)=[CH:13][CH2:12]3)[CH2:9][CH2:8]1.S(Cl)([Cl:46])=O. Product: [Cl:46][CH2:2][CH2:3][NH:4][C@:5]12[CH2:40][CH2:39][C@@H:38]([C:41]([CH3:43])=[CH2:42])[C@@H:6]1[C@@H:7]1[C@@:20]([CH3:23])([CH2:21][CH2:22]2)[C@@:19]2([CH3:24])[C@@H:10]([C@:11]3([CH3:37])[C@@H:16]([CH2:17][CH2:18]2)[C:15]([CH3:26])([CH3:25])[C:14]([C:27]2[CH:36]=[CH:35][C:30]([C:31]([O:33][CH3:34])=[O:32])=[CH:29][CH:28]=2)=[CH:13][CH2:12]3)[CH2:9][CH2:8]1. The catalyst class is: 68. (2) Reactant: [CH:1]1[C:18]2[C:17]3[C:12](=[CH:13][CH:14]=[CH:15][CH:16]=3)[C:11]3[C:6](=[CH:7][CH:8]=[CH:9][CH:10]=3)[C:5]=2[CH:4]=[CH:3][C:2]=1[C:19]1[CH:20]=[C:21]([C:25]2[CH:30]=[CH:29][CH:28]=[C:27]([OH:31])[CH:26]=2)[CH:22]=[CH:23][CH:24]=1.N1C=CC=CC=1.[F:38][C:39]([F:52])([F:51])[S:40](O[S:40]([C:39]([F:52])([F:51])[F:38])(=[O:42])=[O:41])(=[O:42])=[O:41]. Product: [F:38][C:39]([F:52])([F:51])[S:40]([O:31][C:27]1[CH:26]=[C:25]([C:21]2[CH:22]=[CH:23][CH:24]=[C:19]([C:2]3[CH:3]=[CH:4][C:5]4[C:6]5[C:11](=[CH:10][CH:9]=[CH:8][CH:7]=5)[C:12]5[C:17](=[CH:16][CH:15]=[CH:14][CH:13]=5)[C:18]=4[CH:1]=3)[CH:20]=2)[CH:30]=[CH:29][CH:28]=1)(=[O:42])=[O:41]. The catalyst class is: 4. (3) Reactant: [Br:1][C:2]1[CH:10]=[CH:9][C:5]([CH:6]=[N:7][OH:8])=[CH:4][C:3]=1[CH3:11].ClN1C(=O)CCC1=O.[Cl:20][C:21]1[CH:26]=[C:25]([C:27]([C:29]([F:32])([F:31])[F:30])=[CH2:28])[CH:24]=[C:23]([Cl:33])[CH:22]=1.C(N(CC)CC)C. The catalyst class is: 3. Product: [Br:1][C:2]1[CH:10]=[CH:9][C:5]([C:6]2[CH2:28][C:27]([C:25]3[CH:24]=[C:23]([Cl:33])[CH:22]=[C:21]([Cl:20])[CH:26]=3)([C:29]([F:30])([F:32])[F:31])[O:8][N:7]=2)=[CH:4][C:3]=1[CH3:11]. (4) Reactant: [Br:1][C:2]1[CH:3]=[C:4]([CH:7]=[CH:8][C:9]=1[F:10])[CH:5]=O.C(O)(=O)C.[NH:15]1[CH2:20][CH2:19][O:18][CH2:17][CH2:16]1.C(O[BH-](OC(=O)C)OC(=O)C)(=O)C.[Na+]. Product: [Br:1][C:2]1[CH:3]=[C:4]([CH:7]=[CH:8][C:9]=1[F:10])[CH2:5][N:15]1[CH2:20][CH2:19][O:18][CH2:17][CH2:16]1. The catalyst class is: 26. (5) Reactant: [CH2:1]([N:4]([CH2:15][CH:16]=[N:17][OH:18])[C:5](=[O:14])[O:6][CH2:7][C:8]1[CH:13]=[CH:12][CH:11]=[CH:10][CH:9]=1)[CH:2]=[CH2:3].Cl[O-].[Na+]. Product: [N:17]1[O:18][CH2:3][CH:2]2[CH2:1][N:4]([C:5]([O:6][CH2:7][C:8]3[CH:13]=[CH:12][CH:11]=[CH:10][CH:9]=3)=[O:14])[CH2:15][C:16]=12. The catalyst class is: 4. (6) Reactant: [CH3:1][O:2][C:3]([C:5]1[N:6]=[C:7]2[C:12]([C:13]#[N:14])=[CH:11][C:10]([Br:15])=[CH:9][N:8]2[CH:16]=1)=[O:4].C1C(=O)N([Cl:24])C(=O)C1.O.OS([O-])=O.[Na+]. Product: [CH3:1][O:2][C:3]([C:5]1[N:6]=[C:7]2[C:12]([C:13]#[N:14])=[CH:11][C:10]([Br:15])=[CH:9][N:8]2[C:16]=1[Cl:24])=[O:4]. The catalyst class is: 3. (7) Reactant: C1(P(C2C=CC=CC=2)C2C=CC=CC=2)C=CC=CC=1.[C:20]([Br:24])(Br)(Br)[Br:21].O=[CH:26][CH2:27][CH:28]1[CH2:32][CH2:31][N:30]([C:33]([O:35][C:36]([CH3:39])([CH3:38])[CH3:37])=[O:34])[CH2:29]1. Product: [Br:21][C:20]([Br:24])=[CH:26][CH2:27][CH:28]1[CH2:32][CH2:31][N:30]([C:33]([O:35][C:36]([CH3:37])([CH3:39])[CH3:38])=[O:34])[CH2:29]1. The catalyst class is: 4.